Dataset: Forward reaction prediction with 1.9M reactions from USPTO patents (1976-2016). Task: Predict the product of the given reaction. (1) Given the reactants F[C:2]1[CH:7]=[C:6]([N+:8]([O-:10])=[O:9])[CH:5]=[C:4](F)[C:3]=1F.[CH3:13][O:14][CH2:15][CH2:16]O.[H-].[Na+].C(OCC)(=O)C.C[N:27](C=O)C, predict the reaction product. The product is: [CH3:13][O:14][CH2:15][CH2:16][NH:27][C:3]1[CH:4]=[CH:5][C:6]([N+:8]([O-:10])=[O:9])=[CH:7][CH:2]=1. (2) Given the reactants C[C@]12C(C)(C)[C@H](CC1)C[C@H]2NCCN[C@@H]1C[C@@H]2C(C)(C)[C@@]1(C)CC2.[C:25]1([CH2:31][O:32][CH2:33][CH2:34][CH2:35][O:36][C:37]2[CH:38]=[C:39]([CH:42]=[CH:43][CH:44]=2)[CH:40]=[O:41])[CH:30]=[CH:29][CH:28]=[CH:27][CH:26]=1.[N+:45]([CH3:48])([O-:47])=[O:46].C(N(C(C)C)CC)(C)C.Cl, predict the reaction product. The product is: [N+:45]([CH2:48][C@H:40]([C:39]1[CH:42]=[CH:43][CH:44]=[C:37]([O:36][CH2:35][CH2:34][CH2:33][O:32][CH2:31][C:25]2[CH:26]=[CH:27][CH:28]=[CH:29][CH:30]=2)[CH:38]=1)[OH:41])([O-:47])=[O:46]. (3) Given the reactants Cl[C:2]1[N:7]=[C:6]([N:8]2[CH2:12][CH2:11][CH2:10][CH:9]2[C:13]2[O:17][N:16]=[C:15]([C:18]3[CH:23]=[CH:22][CH:21]=[CH:20][N:19]=3)[CH:14]=2)[N:5]=[C:4]([NH:24][C:25]2[CH:29]=[C:28]([CH3:30])[NH:27][N:26]=2)[CH:3]=1.[C:31]([O:35][C:36]([NH:38][CH:39]1[CH2:44][CH2:43][NH:42][CH2:41][CH2:40]1)=[O:37])([CH3:34])([CH3:33])[CH3:32], predict the reaction product. The product is: [C:31]([O:35][C:36]([NH:38][CH:39]1[CH2:40][CH2:41][N:42]([C:2]2[N:7]=[C:6]([N:8]3[CH2:12][CH2:11][CH2:10][CH:9]3[C:13]3[O:17][N:16]=[C:15]([C:18]4[CH:23]=[CH:22][CH:21]=[CH:20][N:19]=4)[CH:14]=3)[N:5]=[C:4]([NH:24][C:25]3[CH:29]=[C:28]([CH3:30])[NH:27][N:26]=3)[CH:3]=2)[CH2:43][CH2:44]1)=[O:37])([CH3:34])([CH3:32])[CH3:33]. (4) Given the reactants [NH2:1][C:2]1[C:9]([O:10][CH3:11])=[C:8]([O:12][CH2:13][O:14][CH3:15])[CH:7]=[CH:6][C:3]=1[C:4]#[N:5].P12(SP3(SP(SP(S3)(S1)=S)(=S)S2)=S)=S.O.[CH2:31](N)[CH2:32][NH2:33], predict the reaction product. The product is: [NH:5]1[CH2:31][CH2:32][N:33]=[C:4]1[C:3]1[C:2]([NH2:1])=[C:9]([O:10][CH3:11])[C:8]([O:12][CH2:13][O:14][CH3:15])=[CH:7][CH:6]=1. (5) Given the reactants [NH2:1][C:2]1[CH:3]=[CH:4][C:5]([CH3:21])=[C:6]([C:8]2[CH:13]=[CH:12][C:11]([C:14]([NH:16][CH2:17][CH:18]3[CH2:20][CH2:19]3)=[O:15])=[CH:10][CH:9]=2)[CH:7]=1.[C:22](O)(=[O:29])[C:23]1[CH:28]=[CH:27][CH:26]=[CH:25][CH:24]=1, predict the reaction product. The product is: [CH:18]1([CH2:17][NH:16][C:14]([C:11]2[CH:12]=[CH:13][C:8]([C:6]3[C:5]([CH3:21])=[CH:4][CH:3]=[C:2]([NH:1][C:22](=[O:29])[C:23]4[CH:28]=[CH:27][CH:26]=[CH:25][CH:24]=4)[CH:7]=3)=[CH:9][CH:10]=2)=[O:15])[CH2:20][CH2:19]1. (6) The product is: [CH3:12][C:13]1[CH:14]=[CH:15][C:16]2[N:17]([CH:2]=[C:3]([C:5]3[CH:10]=[CH:9][C:8]([CH3:11])=[CH:7][CH:6]=3)[N:19]=2)[CH:18]=1. Given the reactants Br[CH2:2][C:3]([C:5]1[CH:10]=[CH:9][C:8]([CH3:11])=[CH:7][CH:6]=1)=O.[CH3:12][C:13]1[CH:14]=[CH:15][C:16]([NH2:19])=[N:17][CH:18]=1.C([O-])(O)=O.[Na+].O, predict the reaction product.